Dataset: Catalyst prediction with 721,799 reactions and 888 catalyst types from USPTO. Task: Predict which catalyst facilitates the given reaction. (1) Reactant: [CH2:1]([O:3][C:4]([N:6]1[CH2:12][CH2:11][C:10]2[C:13]([Br:17])=[C:14](Br)[S:15][C:9]=2[CH2:8][CH2:7]1)=[O:5])[CH3:2].[Li]CCCC.[F:23][C:24]([F:34])([F:33])[C:25](C(O)C(F)(F)F)=[O:26]. Product: [CH2:1]([O:3][C:4]([N:6]1[CH2:12][CH2:11][C:10]2[C:13]([Br:17])=[C:14]([C:25](=[O:26])[C:24]([F:34])([F:33])[F:23])[S:15][C:9]=2[CH2:8][CH2:7]1)=[O:5])[CH3:2]. The catalyst class is: 1. (2) Reactant: C([N:8]1[CH2:12][CH2:11][C@@H:10]([N:13]([CH3:22])[C:14](=[O:21])[C:15]2[CH:20]=[CH:19][CH:18]=[CH:17][CH:16]=2)[CH2:9]1)C1C=CC=CC=1. Product: [CH3:22][N:13]([C@@H:10]1[CH2:11][CH2:12][NH:8][CH2:9]1)[C:14](=[O:21])[C:15]1[CH:20]=[CH:19][CH:18]=[CH:17][CH:16]=1. The catalyst class is: 5. (3) Reactant: [C:1]([C:3]1[CH:4]=[C:5]2[C:9](=[CH:10][CH:11]=1)[NH:8][C:7]([C:12]([O:14][CH2:15][CH3:16])=[O:13])=[CH:6]2)#[N:2].C([O-])([O-])=[O:18].[K+].[K+].OO. Product: [C:1]([C:3]1[CH:4]=[C:5]2[C:9](=[CH:10][CH:11]=1)[NH:8][C:7]([C:12]([O:14][CH2:15][CH3:16])=[O:13])=[CH:6]2)(=[O:18])[NH2:2]. The catalyst class is: 58. (4) Reactant: C[N+:2]([CH3:5])=[CH:3]Cl.[Cl-].[O:7]=P(Cl)(Cl)Cl.[CH3:12][O:13][C:14]([C:16]1[C:17]2[CH:18]=[CH:19]NC=2[CH:22]=[C:23]([NH:25][C:26](=[O:28])[CH3:27])[CH:24]=1)=[O:15].C(Cl)Cl. The catalyst class is: 9. Product: [CH3:12][O:13][C:14]([C:16]1[C:17]2[C:18]([CH:19]=[O:7])=[CH:3][NH:2][C:5]=2[CH:22]=[C:23]([NH:25][C:26](=[O:28])[CH3:27])[CH:24]=1)=[O:15]. (5) Reactant: [Cl:1][C:2]1[CH:3]=[C:4]([C@@H:12]([CH2:16][CH:17]2[CH2:20][CH2:19][CH2:18]2)[C:13]([OH:15])=O)[CH:5]=[CH:6][C:7]=1[S:8]([CH3:11])(=[O:10])=[O:9].C(Cl)(=O)C(Cl)=O.[NH2:27][C:28]1[CH:32]=[CH:31][N:30]([CH2:33][C:34]([CH3:37])([OH:36])[CH3:35])[N:29]=1.N1C(C)=CC=CC=1C. Product: [Cl:1][C:2]1[CH:3]=[C:4]([C@@H:12]([CH2:16][CH:17]2[CH2:20][CH2:19][CH2:18]2)[C:13]([NH:27][C:28]2[CH:32]=[CH:31][N:30]([CH2:33][C:34]([OH:36])([CH3:35])[CH3:37])[N:29]=2)=[O:15])[CH:5]=[CH:6][C:7]=1[S:8]([CH3:11])(=[O:9])=[O:10]. The catalyst class is: 306.